Dataset: Forward reaction prediction with 1.9M reactions from USPTO patents (1976-2016). Task: Predict the product of the given reaction. (1) Given the reactants [CH3:1][C:2]([CH3:12])([CH3:11])[CH2:3][CH:4]1[CH2:7][CH:6]([C:8](O)=[O:9])[CH2:5]1.Cl.CN[O:16][CH3:17].C1C=C[C:21]2[N:26](O)N=NC=2C=1.CCN=C=NCCCN(C)C.Cl, predict the reaction product. The product is: [CH3:17][O:16][CH2:21][NH:26][C:8]([CH:6]1[CH2:7][CH:4]([CH2:3][C:2]([CH3:12])([CH3:11])[CH3:1])[CH2:5]1)=[O:9]. (2) Given the reactants [C:1](Cl)(=[O:5])[C:2](Cl)=O.C(Cl)Cl.[CH2:10]([O:12][C:13]([C:15]1[NH:16][C:17]2[C:22](C=1)=[CH:21][C:20]([Br:24])=[CH:19][CH:18]=2)=[O:14])[CH3:11].C([O-])(O)=O.[Na+], predict the reaction product. The product is: [CH2:10]([O:12][C:13]([C:15]1[NH:16][C:17]2[C:18]([C:2]=1[CH:1]=[O:5])=[CH:19][C:20]([Br:24])=[CH:21][CH:22]=2)=[O:14])[CH3:11]. (3) The product is: [CH2:1]([N:8]1[CH2:9][CH2:10][N:11]([CH2:14][CH2:15][CH2:16][NH:17][C:24](=[O:25])[O:23][CH2:22][CH2:21][Cl:20])[CH2:12][CH2:13]1)[C:2]1[CH:3]=[CH:4][CH:5]=[CH:6][CH:7]=1. Given the reactants [CH2:1]([N:8]1[CH2:13][CH2:12][N:11]([CH2:14][CH2:15][CH2:16][NH2:17])[CH2:10][CH2:9]1)[C:2]1[CH:7]=[CH:6][CH:5]=[CH:4][CH:3]=1.[OH-].[Na+].[Cl:20][CH2:21][CH2:22][O:23][C:24](Cl)=[O:25].O, predict the reaction product. (4) Given the reactants [OH-].[Na+].[CH3:3][N:4]([CH:28]1[CH2:33][CH2:32][O:31][CH2:30][CH2:29]1)[C:5]([C:7]1[CH:8]=[CH:9][C:10]([N:17]2[CH2:22][CH2:21][CH2:20][C@@H:19]([CH2:23][C:24]([O:26]C)=[O:25])[CH2:18]2)=[N:11][C:12]=1[S:13][CH2:14][CH2:15][CH3:16])=[O:6].Cl, predict the reaction product. The product is: [CH3:3][N:4]([CH:28]1[CH2:33][CH2:32][O:31][CH2:30][CH2:29]1)[C:5]([C:7]1[CH:8]=[CH:9][C:10]([N:17]2[CH2:22][CH2:21][CH2:20][C@@H:19]([CH2:23][C:24]([OH:26])=[O:25])[CH2:18]2)=[N:11][C:12]=1[S:13][CH2:14][CH2:15][CH3:16])=[O:6]. (5) Given the reactants [F:1][C:2]1[CH:3]=[C:4]([CH:8]=[CH:9][C:10]=1[F:11])[C:5]([OH:7])=O.[C:12]([O:16][C:17](=[O:26])[NH:18][C@H:19]1[CH2:24][CH2:23][C@@H:22]([NH2:25])[CH2:21][CH2:20]1)([CH3:15])([CH3:14])[CH3:13].C1C=CC2N(O)N=NC=2C=1.O.CCN=C=NCCCN(C)C.Cl, predict the reaction product. The product is: [C:12]([O:16][C:17](=[O:26])[NH:18][C@H:19]1[CH2:20][CH2:21][C@@H:22]([NH:25][C:5]([C:4]2[CH:8]=[CH:9][C:10]([F:11])=[C:2]([F:1])[CH:3]=2)=[O:7])[CH2:23][CH2:24]1)([CH3:15])([CH3:13])[CH3:14]. (6) Given the reactants Br[C:2]1[CH:28]=[CH:27][C:5]2[N:6]=[C:7]([NH:15][C:16]3[C:21]([Cl:22])=[CH:20][C:19]([CH:23]([OH:25])[CH3:24])=[CH:18][C:17]=3[Cl:26])[C:8]3[CH:9]=[CH:10][NH:11][C:12](=[O:14])[C:13]=3[C:4]=2[CH:3]=1.C(=O)([O-])[O-].[Na+].[Na+].[CH3:35][N:36]1[CH:40]=[C:39](B2OC(C)(C)C(C)(C)O2)[CH:38]=[N:37]1, predict the reaction product. The product is: [Cl:26][C:17]1[CH:18]=[C:19]([CH:23]([OH:25])[CH3:24])[CH:20]=[C:21]([Cl:22])[C:16]=1[NH:15][C:7]1[C:8]2[CH:9]=[CH:10][NH:11][C:12](=[O:14])[C:13]=2[C:4]2[CH:3]=[C:2]([C:39]3[CH:38]=[N:37][N:36]([CH3:35])[CH:40]=3)[CH:28]=[CH:27][C:5]=2[N:6]=1.